Task: Predict the reaction yield, written as a fraction of the theoretical maximum amount of product (1.0 means a 100% yield; for example, 0.34 means a 34% yield).. Dataset: Reaction yield outcomes from USPTO patents with 853,638 reactions (1) The reactants are [CH2:1]([C:3]1[CH:8]=[CH:7][C:6]([CH2:9][C:10]([O:12][CH2:13][CH3:14])=[O:11])=[CH:5][C:4]=1[O:15]C)[CH3:2]. The catalyst is C(Cl)Cl. The product is [OH:15][C:4]1[CH:5]=[C:6]([CH2:9][C:10]([O:12][CH2:13][CH3:14])=[O:11])[CH:7]=[CH:8][C:3]=1[CH2:1][CH3:2]. The yield is 0.710. (2) The reactants are [Br:1][C:2]1[C:3]([C:10]([OH:12])=[O:11])=[N:4][C:5]([S:8][CH3:9])=[N:6][CH:7]=1.S(=O)(=O)(O)O.[CH3:18]O. No catalyst specified. The product is [Br:1][C:2]1[C:3]([C:10]([O:12][CH3:18])=[O:11])=[N:4][C:5]([S:8][CH3:9])=[N:6][CH:7]=1. The yield is 0.800. (3) The reactants are [CH2:1]([C:5]1[N:10]2[N:11]=[CH:12][N:13]=[C:9]2[NH:8][C:7](=[O:14])[C:6]=1[CH2:15][C:16]1[CH:21]=[CH:20][C:19]([C:22]2[C:23]([C:28]#[N:29])=[CH:24][CH:25]=[CH:26][CH:27]=2)=[CH:18][CH:17]=1)[CH2:2][CH2:3][CH3:4].[F:30][C:31]1[CH:32]=[C:33](B(O)O)[CH:34]=[CH:35][C:36]=1[O:37][CH:38]([CH3:40])[CH3:39].C(N(CC)CC)C.N1C=CC=CC=1. The catalyst is ClCCl.C(OCC)(=O)C.C([O-])(=O)C.[Cu+2].C([O-])(=O)C. The product is [CH2:1]([C:5]1[N:10]2[N:11]=[CH:12][N:13]=[C:9]2[N:8]([C:33]2[CH:34]=[CH:35][C:36]([O:37][CH:38]([CH3:39])[CH3:40])=[C:31]([F:30])[CH:32]=2)[C:7](=[O:14])[C:6]=1[CH2:15][C:16]1[CH:21]=[CH:20][C:19]([C:22]2[C:23]([C:28]#[N:29])=[CH:24][CH:25]=[CH:26][CH:27]=2)=[CH:18][CH:17]=1)[CH2:2][CH2:3][CH3:4]. The yield is 0.980. (4) The reactants are [O:1]1[CH2:6][C:5](=O)[NH:4][C:3]2[N:8]=[CH:9][CH:10]=[CH:11][C:2]1=2.[H-].[H-].[H-].[H-].[Li+].[Al+3]. The catalyst is C1COCC1. The product is [O:1]1[CH2:6][CH2:5][NH:4][C:3]2[N:8]=[CH:9][CH:10]=[CH:11][C:2]1=2. The yield is 0.790. (5) The reactants are [CH3:1][O:2][C:3](=[O:12])[C:4]1[CH:9]=[CH:8][C:7]([Cl:10])=[CH:6][C:5]=1[CH3:11].[Br:13]N1C(=O)CCC1=O.C(OOC(=O)C1C=CC=CC=1)(=O)C1C=CC=CC=1. The catalyst is C(Cl)(Cl)(Cl)Cl. The product is [CH3:1][O:2][C:3](=[O:12])[C:4]1[CH:9]=[CH:8][C:7]([Cl:10])=[CH:6][C:5]=1[CH2:11][Br:13]. The yield is 0.450.